This data is from Forward reaction prediction with 1.9M reactions from USPTO patents (1976-2016). The task is: Predict the product of the given reaction. (1) Given the reactants [Cl:1][C:2]1[CH:7]=[CH:6][C:5](B(O)O)=[C:4]([F:11])[CH:3]=1.[NH2:12][C:13]1[C:18]([F:19])=N[C:16](Br)=[CH:15][N:14]=1.[C:21]1(C)C=CC=CC=1.C([O-])([O-])=O.[Na+].[Na+], predict the reaction product. The product is: [Cl:1][C:2]1[CH:7]=[CH:6][C:5]([C:16]2[CH:21]=[C:18]([F:19])[C:13]([NH2:12])=[N:14][CH:15]=2)=[C:4]([F:11])[CH:3]=1. (2) Given the reactants [Cl:1][C:2]1[CH:10]=[CH:9][C:5]([C:6]([OH:8])=O)=[C:4]([O:11][CH3:12])[CH:3]=1.[C:13]([O:17][C:18]([CH3:21])([CH3:20])[CH3:19])(=[O:16])[NH:14][NH2:15].CCN=C=NCCCN(C)C.Cl.C(N(CC)CC)C, predict the reaction product. The product is: [Cl:1][C:2]1[CH:10]=[CH:9][C:5]([C:6]([NH:15][NH:14][C:13]([O:17][C:18]([CH3:21])([CH3:20])[CH3:19])=[O:16])=[O:8])=[C:4]([O:11][CH3:12])[CH:3]=1. (3) Given the reactants [Cl:1][C:2]1[CH:8]=[C:7]([I:9])[CH:6]=[CH:5][C:3]=1[NH2:4].[N:10]([O-])=O.[Na+].O.O.O.C([O-])(=O)C.[Na+].[C:22]([CH2:24][C:25]([NH2:27])=[O:26])#[N:23], predict the reaction product. The product is: [Cl:1][C:2]1[CH:8]=[C:7]([I:9])[CH:6]=[CH:5][C:3]=1[NH:4][N:10]=[C:24]([C:22]#[N:23])[C:25]([NH2:27])=[O:26]. (4) Given the reactants [H-].[H-].[H-].[H-].[Li+].[Al+3].[Cl:7][C:8]1[C:12]([CH2:13][O:14][C:15]2[CH:20]=[CH:19][C:18]([CH2:21][CH2:22][C:23](OCC)=[O:24])=[C:17]([CH3:28])[C:16]=2[CH3:29])=[C:11]([C:30]2[CH:35]=[CH:34][C:33]([CH2:36][CH3:37])=[CH:32][CH:31]=2)[S:10][N:9]=1, predict the reaction product. The product is: [Cl:7][C:8]1[C:12]([CH2:13][O:14][C:15]2[CH:20]=[CH:19][C:18]([CH2:21][CH2:22][CH2:23][OH:24])=[C:17]([CH3:28])[C:16]=2[CH3:29])=[C:11]([C:30]2[CH:31]=[CH:32][C:33]([CH2:36][CH3:37])=[CH:34][CH:35]=2)[S:10][N:9]=1. (5) The product is: [C:10]([O:17][C@@H:14]1[C@@H:13]([O:18][C:15](=[O:16])[CH3:14])[C@H:12]([C:19]2[CH:24]=[CH:23][C:22]([Cl:25])=[C:21]([CH2:26][C:27]3[CH:32]=[CH:31][C:30]([O:33][CH2:34][CH3:35])=[CH:29][CH:28]=3)[CH:20]=2)[O:11][C@H:10]([CH2:9][S:8][C:6]2[CH:7]=[C:2]([NH2:1])[CH:3]=[CH:4][C:5]=2[F:36])[C@H:15]1[O:16][C:13](=[O:18])[CH3:12])(=[O:11])[CH3:9]. Given the reactants [NH2:1][C:2]1[CH:3]=[CH:4][C:5]([F:36])=[C:6]([S:8][CH2:9][C@@H:10]2[C@@H:15]([OH:16])[C@H:14]([OH:17])[C@@H:13]([OH:18])[C@H:12]([C:19]3[CH:24]=[CH:23][C:22]([Cl:25])=[C:21]([CH2:26][C:27]4[CH:32]=[CH:31][C:30]([O:33][CH2:34][CH3:35])=[CH:29][CH:28]=4)[CH:20]=3)[O:11]2)[CH:7]=1.Cl, predict the reaction product. (6) The product is: [CH3:27][C@H:28]1[CH2:33][CH2:32][C@H:31]([NH:34][C:11]([C:4]2[C:5]3[C:10](=[CH:9][CH:8]=[CH:7][CH:6]=3)[N:1]=[CH:2][CH:3]=2)=[O:13])[CH2:30][CH2:29]1. Given the reactants [N:1]1[C:10]2[C:5](=[CH:6][CH:7]=[CH:8][CH:9]=2)[C:4]([C:11]([OH:13])=O)=[CH:3][CH:2]=1.C(N1C=CN=C1)(N1C=CN=C1)=O.Cl.[CH3:27][C@H:28]1[CH2:33][CH2:32][C@H:31]([NH2:34])[CH2:30][CH2:29]1.C(N(CC)C(C)C)(C)C, predict the reaction product.